This data is from Reaction yield outcomes from USPTO patents with 853,638 reactions. The task is: Predict the reaction yield, written as a fraction of the theoretical maximum amount of product (1.0 means a 100% yield; for example, 0.34 means a 34% yield). (1) The reactants are [N:1]([CH2:4][CH2:5][NH:6][C:7](=[O:21])[CH2:8][CH2:9][CH2:10][CH2:11][CH2:12][CH2:13][CH2:14][CH2:15][CH2:16][CH2:17][CH2:18][CH2:19]C)=[N+:2]=[N-:3].N([CH2:25][CH2:26]N)=[N+]=[N-].C(N(CC)CC)C. The catalyst is ClCCl. The product is [N:1]([CH2:4][CH2:5][NH:6][C:7](=[O:21])[C:8]1[CH:9]=[CH:10][C:11]([CH2:12][CH2:13][CH2:14][CH2:15][CH2:16][CH2:17][CH2:18][CH3:19])=[CH:26][CH:25]=1)=[N+:2]=[N-:3]. The yield is 0.690. (2) The reactants are [CH2:1]([C@H:8]1[CH2:12][O:11][C:10](=[O:13])[NH:9]1)[C:2]1[CH:7]=[CH:6][CH:5]=[CH:4][CH:3]=1.C([Li])CCC.[C:19](Cl)(=[O:24])[CH2:20][CH2:21][CH2:22][CH3:23]. The catalyst is C1COCC1.[NH4+].[Cl-].C(OCC)(=O)C. The product is [CH2:1]([C@H:8]1[CH2:12][O:11][C:10](=[O:13])[N:9]1[C:19](=[O:24])[CH2:20][CH2:21][CH2:22][CH3:23])[C:2]1[CH:3]=[CH:4][CH:5]=[CH:6][CH:7]=1. The yield is 0.990. (3) The product is [CH3:24][NH:25][C:3]([C@@H:5]1[O:9][C:8](=[O:10])[N:7]([C:11]2[CH:12]=[C:13]3[C:18](=[C:19]([F:21])[CH:20]=2)[N:17]([CH3:22])[C:16](=[O:23])[CH2:15][CH2:14]3)[CH2:6]1)=[O:2]. The reactants are C[O:2][C:3]([C@@H:5]1[O:9][C:8](=[O:10])[N:7]([C:11]2[CH:12]=[C:13]3[C:18](=[C:19]([F:21])[CH:20]=2)[N:17]([CH3:22])[C:16](=[O:23])[CH2:15][CH2:14]3)[CH2:6]1)=O.[CH3:24][NH2:25]. The yield is 0.480. The catalyst is CO. (4) The reactants are Br[C:2]1[C:3]([CH3:19])=[C:4]([NH:8][C:9](=[O:18])[CH2:10][C:11]2[C:16]([Cl:17])=[CH:15][CH:14]=[CH:13][N:12]=2)[CH:5]=[CH:6][CH:7]=1.[CH3:20][C:21]1([CH3:37])[C:25]([CH3:27])([CH3:26])[O:24][B:23]([B:23]2[O:24][C:25]([CH3:27])([CH3:26])[C:21]([CH3:37])([CH3:20])[O:22]2)[O:22]1.C([O-])(=O)C.[K+]. The catalyst is CS(C)=O.O1CCOCC1.CCOC(C)=O.C1C=CC(P(C2C=CC=CC=2)[C-]2C=CC=C2)=CC=1.C1C=CC(P(C2C=CC=CC=2)[C-]2C=CC=C2)=CC=1.Cl[Pd]Cl.[Fe+2].C(Cl)Cl. The product is [Cl:17][C:16]1[C:11]([CH2:10][C:9]([NH:8][C:4]2[CH:5]=[CH:6][CH:7]=[C:2]([B:23]3[O:24][C:25]([CH3:27])([CH3:26])[C:21]([CH3:37])([CH3:20])[O:22]3)[C:3]=2[CH3:19])=[O:18])=[N:12][CH:13]=[CH:14][CH:15]=1. The yield is 0.850. (5) The reactants are [CH:1]1([N:6]2[C:14]3[C:9](=[CH:10][CH:11]=[C:12](C(O)=O)[CH:13]=3)[C:8]([CH2:18][CH3:19])=[N:7]2)[CH2:5][CH2:4][CH2:3][CH2:2]1.C([N:22](CC)CC)C.C1(P(N=[N+]=[N-])(C2C=CC=CC=2)=O)C=CC=CC=1. The catalyst is C(O)(C)(C)C. The product is [NH2:22][C:12]1[CH:13]=[C:14]2[C:9]([C:8]([CH2:18][CH3:19])=[N:7][N:6]2[CH:1]2[CH2:5][CH2:4][CH2:3][CH2:2]2)=[CH:10][CH:11]=1. The yield is 0.590.